Dataset: Catalyst prediction with 721,799 reactions and 888 catalyst types from USPTO. Task: Predict which catalyst facilitates the given reaction. Reactant: [CH:1]([NH:3][C:4]1[CH:9]=[C:8]([N+:10]([O-:12])=[O:11])[CH:7]=[CH:6][C:5]=1Br)=O.O.O.O.O.O.O.O.O.O.[S-2:23].[Na+].[Na+].O.Cl. Product: [N+:10]([C:8]1[CH:7]=[CH:6][C:5]2[S:23][CH:1]=[N:3][C:4]=2[CH:9]=1)([O-:12])=[O:11]. The catalyst class is: 14.